Dataset: NCI-60 drug combinations with 297,098 pairs across 59 cell lines. Task: Regression. Given two drug SMILES strings and cell line genomic features, predict the synergy score measuring deviation from expected non-interaction effect. (1) Drug 1: CC1=C(C(=CC=C1)Cl)NC(=O)C2=CN=C(S2)NC3=CC(=NC(=N3)C)N4CCN(CC4)CCO. Drug 2: C1CCC(C(C1)N)N.C(=O)(C(=O)[O-])[O-].[Pt+4]. Cell line: MOLT-4. Synergy scores: CSS=31.7, Synergy_ZIP=3.41, Synergy_Bliss=-2.16, Synergy_Loewe=-11.7, Synergy_HSA=-10.5. (2) Drug 1: C1=NC(=NC(=O)N1C2C(C(C(O2)CO)O)O)N. Drug 2: CN(CCCl)CCCl.Cl. Cell line: HCT-15. Synergy scores: CSS=44.0, Synergy_ZIP=-4.36, Synergy_Bliss=-0.918, Synergy_Loewe=1.76, Synergy_HSA=3.08. (3) Drug 1: C1=NNC2=C1C(=O)NC=N2. Drug 2: CC(C)CN1C=NC2=C1C3=CC=CC=C3N=C2N. Cell line: IGROV1. Synergy scores: CSS=1.06, Synergy_ZIP=-0.334, Synergy_Bliss=-0.308, Synergy_Loewe=-0.606, Synergy_HSA=-0.847. (4) Drug 1: C1CN1P(=S)(N2CC2)N3CC3. Drug 2: C1=NNC2=C1C(=O)NC=N2. Cell line: SK-MEL-5. Synergy scores: CSS=20.6, Synergy_ZIP=-4.97, Synergy_Bliss=-1.68, Synergy_Loewe=-8.36, Synergy_HSA=-1.88. (5) Drug 2: C1C(C(OC1N2C=NC3=C(N=C(N=C32)Cl)N)CO)O. Drug 1: C1CC(=O)NC(=O)C1N2CC3=C(C2=O)C=CC=C3N. Cell line: PC-3. Synergy scores: CSS=10.2, Synergy_ZIP=-4.66, Synergy_Bliss=1.31, Synergy_Loewe=1.88, Synergy_HSA=1.89. (6) Drug 1: CS(=O)(=O)C1=CC(=C(C=C1)C(=O)NC2=CC(=C(C=C2)Cl)C3=CC=CC=N3)Cl. Drug 2: C1C(C(OC1N2C=NC(=NC2=O)N)CO)O. Cell line: SK-OV-3. Synergy scores: CSS=6.05, Synergy_ZIP=1.01, Synergy_Bliss=3.19, Synergy_Loewe=1.64, Synergy_HSA=1.50. (7) Drug 1: CC1=C(C=C(C=C1)NC(=O)C2=CC=C(C=C2)CN3CCN(CC3)C)NC4=NC=CC(=N4)C5=CN=CC=C5. Drug 2: CC1CCC2CC(C(=CC=CC=CC(CC(C(=O)C(C(C(=CC(C(=O)CC(OC(=O)C3CCCCN3C(=O)C(=O)C1(O2)O)C(C)CC4CCC(C(C4)OC)OCCO)C)C)O)OC)C)C)C)OC. Cell line: MCF7. Synergy scores: CSS=-1.78, Synergy_ZIP=0.924, Synergy_Bliss=1.18, Synergy_Loewe=-3.41, Synergy_HSA=-3.34.